This data is from Forward reaction prediction with 1.9M reactions from USPTO patents (1976-2016). The task is: Predict the product of the given reaction. (1) Given the reactants [CH3:1][CH:2]([OH:4])[CH3:3].[H-].[Na+].F[C:8]1[CH:9]=[C:10]([CH:13]=[C:14]([C:16]([F:19])([F:18])[F:17])[CH:15]=1)[C:11]#[N:12], predict the reaction product. The product is: [CH:2]([O:4][C:8]1[CH:9]=[C:10]([CH:13]=[C:14]([C:16]([F:17])([F:19])[F:18])[CH:15]=1)[C:11]#[N:12])([CH3:3])[CH3:1]. (2) Given the reactants [CH3:1][N:2]([CH3:33])[C:3]1[CH:4]=[CH:5][C:6]2[C:15]([CH:16]=1)=[O+:14][C:13]1[C:8](=[CH:9][CH:10]=[C:11]([N:17]([CH3:19])[CH3:18])[CH:12]=1)[C:7]=2[C:20]1[CH:25]=[CH:24][C:23]([N+:26]([O-:28])=[O:27])=[C:22]([NH2:29])[C:21]=1[C:30]([OH:32])=[O:31].C(N(C(C)C)CC)(C)C.[C:43]([O:46][CH2:47][Br:48])(=[O:45])[CH3:44], predict the reaction product. The product is: [Br-:48].[CH3:1][N:2]([CH3:33])[C:3]1[CH:4]=[CH:5][C:6]2[C:15]([CH:16]=1)=[O+:14][C:13]1[C:8](=[CH:9][CH:10]=[C:11]([N:17]([CH3:18])[CH3:19])[CH:12]=1)[C:7]=2[C:20]1[CH:25]=[CH:24][C:23]([N+:26]([O-:28])=[O:27])=[C:22]([NH2:29])[C:21]=1[C:30]([O:32][CH2:47][O:46][C:43](=[O:45])[CH3:44])=[O:31]. (3) Given the reactants Br[C:2]1[C:6]2[N:7]=[CH:8][N:9]=[C:10]([S:11][CH3:12])[C:5]=2[S:4][CH:3]=1.[CH3:13][S:14]([C:17]1[CH:22]=[CH:21][C:20](B(O)O)=[CH:19][CH:18]=1)(=[O:16])=[O:15].C(=O)([O-])[O-].[Na+].[Na+], predict the reaction product. The product is: [CH3:13][S:14]([C:17]1[CH:22]=[CH:21][C:20]([C:2]2[C:6]3[N:7]=[CH:8][N:9]=[C:10]([S:11][CH3:12])[C:5]=3[S:4][CH:3]=2)=[CH:19][CH:18]=1)(=[O:16])=[O:15]. (4) The product is: [Cl:1][C:2]1[CH:3]=[C:4]2[C:10]([C:11]([CH3:13])=[CH2:12])=[C:9]([I:18])[NH:8][C:5]2=[N:6][CH:7]=1. Given the reactants [Cl:1][C:2]1[CH:3]=[C:4]2[C:10]([C:11]([CH3:13])=[CH2:12])=[C:9]([Si](C)(C)C)[NH:8][C:5]2=[N:6][CH:7]=1.[I:18]N1C(=O)CCC1=O.[O-]S([O-])(=S)=O.[Na+].[Na+], predict the reaction product. (5) Given the reactants [NH2:1][C:2](=[O:15])[CH:3]([CH3:14])[O:4][C:5]1[C:9]([Br:10])=[CH:8][S:7][C:6]=1[C:11](O)=[O:12].Cl.C(N=C=NCCCN(C)C)C.FC1C=C(C2C3OCCNCC=3SC=2)C=CC=1.CN(C=O)C, predict the reaction product. The product is: [Br:10][C:9]1[C:5]2[O:4][CH:3]([CH3:14])[C:2](=[O:15])[NH:1][C:11](=[O:12])[C:6]=2[S:7][CH:8]=1. (6) The product is: [CH2:1]([N:5]1[C:6](=[O:25])[CH:7]2[CH:12]([CH2:11][CH:10]=[CH:9][CH2:8]2)[C:13]([C:15]2[C:23]3[C:18](=[CH:19][CH:20]=[CH:21][CH:22]=3)[N:17]([CH2:33][C:34]([OH:36])=[O:35])[C:16]=2[CH3:24])=[N:14]1)[CH2:2][CH2:3][CH3:4]. Given the reactants [CH2:1]([N:5]1[N:14]=[C:13]([C:15]2[C:23]3[C:18](=[CH:19][CH:20]=[CH:21][CH:22]=3)[NH:17][C:16]=2[CH3:24])[CH:12]2[CH:7]([CH2:8][CH:9]=[CH:10][CH2:11]2)[C:6]1=[O:25])[CH2:2][CH2:3][CH3:4].C([O-])([O-])=O.[K+].[K+].Br[CH2:33][C:34]([O:36]C(C)(C)C)=[O:35], predict the reaction product. (7) Given the reactants [NH2:1][C:2]1[CH:11]=[CH:10][C:9]([F:12])=[CH:8][C:3]=1[C:4]([O:6]C)=O.[C:13]([C:18]#[N:19])(=[O:17])[O:14][CH2:15][CH3:16].Cl, predict the reaction product. The product is: [F:12][C:9]1[CH:8]=[C:3]2[C:2](=[CH:11][CH:10]=1)[N:1]=[C:18]([C:13]([O:14][CH2:15][CH3:16])=[O:17])[NH:19][C:4]2=[O:6]. (8) The product is: [C:1](=[N:14][C:15]1[CH:22]=[CH:21][C:18]([C:19]#[N:20])=[CH:17][C:16]=1[CH2:23][Br:24])([C:2]1[CH:7]=[CH:6][CH:5]=[CH:4][CH:3]=1)[C:8]1[CH:13]=[CH:12][CH:11]=[CH:10][CH:9]=1. Given the reactants [C:1](=[N:14][C:15]1[CH:22]=[CH:21][C:18]([C:19]#[N:20])=[CH:17][C:16]=1[CH3:23])([C:8]1[CH:13]=[CH:12][CH:11]=[CH:10][CH:9]=1)[C:2]1[CH:7]=[CH:6][CH:5]=[CH:4][CH:3]=1.[Br:24]N1C(=O)CCC1=O.C(OOC(=O)C1C=CC=CC=1)(=O)C1C=CC=CC=1, predict the reaction product.